Dataset: Drug-target binding data from BindingDB using Ki measurements. Task: Regression. Given a target protein amino acid sequence and a drug SMILES string, predict the binding affinity score between them. We predict pKi (pKi = -log10(Ki in M); higher means stronger inhibition). Dataset: bindingdb_ki. The drug is CCCCNC(=O)C(=O)C(Cc1ccccc1)NC(=O)C(CC(C)C)NC(=O)OCc1ccccc1. The target protein (P07688) has sequence MWRLLATLSCLLVLTSARSSLYFPPLSDELVNFVNKQNTTWKAGHNFYNVDLSYVKKLCGAILGGPKLPQRDAFAADVVLPESFDAREQWPNCPTIKEIRDQGSCGSCWAFGAVEAISDRICIHSNGRVNVEVSAEDMLTCCGGECGDGCNGGFPSGAWNFWTKKGLVSGGLYNSHVGCRPYSIPPCEHHVNGSRPPCTGEGDTPKCSKTCEPGYSPSYKEDKHFGCSSYSVANNEKEIMAEIYKNGPVEGAFSVYSDFLLYKSGVYQHVSGEIMGGHAIRILGWGVENGTPYWLVGNSWNTDWGDNGFFKILRGQDHCGIESEIVAGMPCTHQY. The pKi is 5.5.